Dataset: Forward reaction prediction with 1.9M reactions from USPTO patents (1976-2016). Task: Predict the product of the given reaction. (1) Given the reactants Br[C:2]1[CH:3]=[C:4]([CH:34]=[CH:35][CH:36]=1)[CH2:5][N:6]([C@@H:24]1[C:33]2[C:28](=[CH:29][CH:30]=[CH:31][CH:32]=2)[CH2:27][CH2:26][CH2:25]1)[C:7]([C:9]1[CH:14]=[C:13]([C:15]([OH:17])=[O:16])[C:12]([C:18]([OH:20])=[O:19])=[CH:11][C:10]=1[C:21]([OH:23])=[O:22])=[O:8].[S:37]1[CH:41]=[CH:40][C:39](C2C=C(B(O)O)C=CC=2)=[CH:38]1, predict the reaction product. The product is: [C@@H:24]1([N:6]([CH2:5][C:4]2[CH:34]=[CH:35][CH:36]=[C:2]([C:39]3[CH:40]=[CH:41][S:37][CH:38]=3)[CH:3]=2)[C:7]([C:9]2[CH:14]=[C:13]([C:15]([OH:17])=[O:16])[C:12]([C:18]([OH:20])=[O:19])=[CH:11][C:10]=2[C:21]([OH:23])=[O:22])=[O:8])[C:33]2[C:28](=[CH:29][CH:30]=[CH:31][CH:32]=2)[CH2:27][CH2:26][CH2:25]1. (2) Given the reactants [CH3:1][O:2][C:3]1[CH:12]=[C:11]2[C:6]([CH:7]=[CH:8][CH:9]=[C:10]2[CH:13](O)[CH3:14])=[CH:5][CH:4]=1.C(N(CC)CC)C.[N+:23]([C:26]1[CH:31]=[CH:30][C:29]([S:32](Cl)(=[O:34])=[O:33])=[CH:28][CH:27]=1)([O-:25])=[O:24].[OH-:36].[Na+], predict the reaction product. The product is: [N+:23]([C:26]1[CH:31]=[CH:30][C:29]([S:32]([O:34][CH2:14][CH2:13][C:10]2[C:11]3[C:6](=[CH:5][CH:4]=[C:3]([O:2][CH3:1])[CH:12]=3)[CH:7]=[CH:8][CH:9]=2)(=[O:36])=[O:33])=[CH:28][CH:27]=1)([O-:25])=[O:24].